From a dataset of Forward reaction prediction with 1.9M reactions from USPTO patents (1976-2016). Predict the product of the given reaction. (1) Given the reactants [O:1]1[CH2:5][CH2:4][CH:3]([CH2:6][NH:7][C:8]([C:10]2[CH:15]=[CH:14][C:13]([NH:16][C:17]([N:19]3[CH2:27][C:26]4[C:21](=[CH:22][CH:23]=[CH:24][CH:25]=4)[CH2:20]3)=[O:18])=[CH:12][CH:11]=2)=[O:9])[CH2:2]1, predict the reaction product. The product is: [O:1]1[CH2:5][CH2:4][C@H:3]([CH2:6][NH:7][C:8]([C:10]2[CH:11]=[CH:12][C:13]([NH:16][C:17]([N:19]3[CH2:27][C:26]4[C:21](=[CH:22][CH:23]=[CH:24][CH:25]=4)[CH2:20]3)=[O:18])=[CH:14][CH:15]=2)=[O:9])[CH2:2]1. (2) Given the reactants C([O:3][C:4](=O)[C@H:5]([NH:20][C:21]([O:23][C:24]([CH3:27])([CH3:26])[CH3:25])=[O:22])[CH2:6][CH2:7][CH2:8][C:9]1[CH:14]=[CH:13][C:12]([O:15][C:16]([CH3:19])([CH3:18])[CH3:17])=[CH:11][CH:10]=1)C.CO.[NH3:31], predict the reaction product. The product is: [C:24]([O:23][C:21](=[O:22])[NH:20][C@@H:5]([C:4](=[O:3])[NH2:31])[CH2:6][CH2:7][CH2:8][C:9]1[CH:14]=[CH:13][C:12]([O:15][C:16]([CH3:19])([CH3:18])[CH3:17])=[CH:11][CH:10]=1)([CH3:27])([CH3:26])[CH3:25].